Regression. Given two drug SMILES strings and cell line genomic features, predict the synergy score measuring deviation from expected non-interaction effect. From a dataset of NCI-60 drug combinations with 297,098 pairs across 59 cell lines. (1) Drug 1: C1CCN(CC1)CCOC2=CC=C(C=C2)C(=O)C3=C(SC4=C3C=CC(=C4)O)C5=CC=C(C=C5)O. Drug 2: CCC1(CC2CC(C3=C(CCN(C2)C1)C4=CC=CC=C4N3)(C5=C(C=C6C(=C5)C78CCN9C7C(C=CC9)(C(C(C8N6C=O)(C(=O)OC)O)OC(=O)C)CC)OC)C(=O)OC)O.OS(=O)(=O)O. Cell line: MCF7. Synergy scores: CSS=45.8, Synergy_ZIP=-3.58, Synergy_Bliss=0.882, Synergy_Loewe=1.35, Synergy_HSA=2.52. (2) Drug 1: CC1C(C(CC(O1)OC2CC(CC3=C2C(=C4C(=C3O)C(=O)C5=C(C4=O)C(=CC=C5)OC)O)(C(=O)C)O)N)O.Cl. Drug 2: CC(C)NC(=O)C1=CC=C(C=C1)CNNC.Cl. Cell line: KM12. Synergy scores: CSS=14.4, Synergy_ZIP=-0.560, Synergy_Bliss=-5.28, Synergy_Loewe=-17.9, Synergy_HSA=1.44. (3) Drug 1: CC12CCC3C(C1CCC2=O)CC(=C)C4=CC(=O)C=CC34C. Drug 2: C1CC(=O)NC(=O)C1N2C(=O)C3=CC=CC=C3C2=O. Cell line: NCI-H522. Synergy scores: CSS=28.5, Synergy_ZIP=-0.159, Synergy_Bliss=-0.940, Synergy_Loewe=-6.74, Synergy_HSA=-1.44. (4) Drug 1: C1CN(P(=O)(OC1)NCCCl)CCCl. Drug 2: C(CN)CNCCSP(=O)(O)O. Cell line: SNB-75. Synergy scores: CSS=-1.92, Synergy_ZIP=2.93, Synergy_Bliss=4.43, Synergy_Loewe=-0.968, Synergy_HSA=-0.350. (5) Drug 1: CC1=CC2C(CCC3(C2CCC3(C(=O)C)OC(=O)C)C)C4(C1=CC(=O)CC4)C. Drug 2: CNC(=O)C1=NC=CC(=C1)OC2=CC=C(C=C2)NC(=O)NC3=CC(=C(C=C3)Cl)C(F)(F)F. Cell line: OVCAR-8. Synergy scores: CSS=37.6, Synergy_ZIP=3.92, Synergy_Bliss=6.07, Synergy_Loewe=-17.2, Synergy_HSA=5.20.